This data is from Full USPTO retrosynthesis dataset with 1.9M reactions from patents (1976-2016). The task is: Predict the reactants needed to synthesize the given product. (1) Given the product [Cl:5][C:6]1[C:11]([CH2:12][N:3]([C:1]#[CH:2])[CH3:4])=[C:10]([F:14])[C:9]([CH3:15])=[CH:8][CH:7]=1, predict the reactants needed to synthesize it. The reactants are: [C:1]([NH:3][CH3:4])#[CH:2].[Cl:5][C:6]1[C:11]([CH:12]=O)=[C:10]([F:14])[C:9]([CH3:15])=[CH:8][CH:7]=1.C(O[BH-](OC(=O)C)OC(=O)C)(=O)C.[Na+].C(O)(=O)C. (2) Given the product [CH3:5][O:4][C:2](=[O:3])[CH:34]=[C:28]1[CH2:29][CH2:30][O:25][CH2:26][CH2:27]1, predict the reactants needed to synthesize it. The reactants are: [Br-].[C:2]([P+](C1C=CC=CC=1)(C1C=CC=CC=1)C1C=CC=CC=1)([O:4][CH3:5])=[O:3].[O:25]1[CH2:30][CH2:29][C:28](=O)[CH2:27][CH2:26]1.[H-].[Na+].[CH2:34]1COCC1. (3) Given the product [C:14]([C:13]1[CH:16]=[C:9]([C:6]2[CH:7]=[CH:8][N:4]([CH2:3][CH2:2][NH:1][C:31]([C:29]3[NH:28][N:27]=[C:26]([C:21]4[CH:22]=[CH:23][CH:24]=[CH:25][N:20]=4)[CH:30]=3)=[O:32])[N:5]=2)[CH:10]=[CH:11][C:12]=1[N+:17]([O-:19])=[O:18])#[N:15], predict the reactants needed to synthesize it. The reactants are: [NH2:1][CH2:2][CH2:3][N:4]1[CH:8]=[CH:7][C:6]([C:9]2[CH:10]=[CH:11][C:12]([N+:17]([O-:19])=[O:18])=[C:13]([CH:16]=2)[C:14]#[N:15])=[N:5]1.[N:20]1[CH:25]=[CH:24][CH:23]=[CH:22][C:21]=1[C:26]1[CH:30]=[C:29]([C:31](O)=[O:32])[NH:28][N:27]=1. (4) The reactants are: [N+](=[CH:3][C:4](=[O:11])[CH2:5][C:6]([O:8][CH2:9][CH3:10])=[O:7])=[N-].[N+:12]([C:15]1[CH:23]=[CH:22][CH:21]=[CH:20][C:16]=1[C:17]([NH2:19])=[O:18])([O-:14])=[O:13].O.C(OCC)(=O)C. Given the product [CH2:9]([O:8][C:6](=[O:7])[CH:5]([NH:19][C:17](=[O:18])[C:16]1[CH:20]=[CH:21][CH:22]=[CH:23][C:15]=1[N+:12]([O-:14])=[O:13])[C:4](=[O:11])[CH3:3])[CH3:10], predict the reactants needed to synthesize it. (5) The reactants are: [Cl:1][C:2]1[NH:3][C:4](I)=[C:5]([N+:7]([O-:9])=[O:8])[N:6]=1.[BH4-].C([N+](CCCC)(CCCC)CCCC)CCC.Cl. Given the product [Cl:1][C:2]1[NH:3][CH:4]=[C:5]([N+:7]([O-:9])=[O:8])[N:6]=1, predict the reactants needed to synthesize it. (6) Given the product [NH4+:10].[OH-:17].[F:1][C:2]1[CH:3]=[C:4]([C:9]2([CH3:41])[CH2:14][N:13]([CH3:44])[C:12]([CH3:15])([CH3:16])[C:11](=[O:17])[N:10]2[CH2:18][C:19]2[CH:20]=[N:21][C:22]3[C:27]([CH:28]=2)=[CH:26][C:25]2[CH2:29][C@:30]4([CH2:40][C:24]=2[CH:23]=3)[C:38]2[C:33](=[N:34][CH:35]=[CH:36][CH:37]=2)[NH:32][C:31]4=[O:39])[CH:5]=[C:6]([F:8])[CH:7]=1, predict the reactants needed to synthesize it. The reactants are: [F:1][C:2]1[CH:3]=[C:4]([C@:9]2([CH3:41])[CH2:14][NH:13][C:12]([CH3:16])([CH3:15])[C:11](=[O:17])[N:10]2[CH2:18][C:19]2[CH:20]=[N:21][C:22]3[C:27]([CH:28]=2)=[CH:26][C:25]2[CH2:29][C@:30]4([CH2:40][C:24]=2[CH:23]=3)[C:38]2[C:33](=[N:34][CH:35]=[CH:36][CH:37]=2)[NH:32][C:31]4=[O:39])[CH:5]=[C:6]([F:8])[CH:7]=1.C=O.[CH3:44]C(O)=O.[BH3-]C#N.[Na+].[OH-].[Na+].C(N)CN. (7) Given the product [F:3][C:4]1[C:5]([O:10][CH2:11][C:12]2[CH:17]=[CH:16][C:15]([CH2:18][C:19]([Cl:27])=[N:20][OH:22])=[CH:14][CH:13]=2)=[N:6][CH:7]=[CH:8][CH:9]=1, predict the reactants needed to synthesize it. The reactants are: CO.[F:3][C:4]1[C:5]([O:10][CH2:11][C:12]2[CH:17]=[CH:16][C:15]([CH2:18][CH2:19][N+:20]([O-:22])=O)=[CH:14][CH:13]=2)=[N:6][CH:7]=[CH:8][CH:9]=1.C[O-].[Li+].C(Cl)[Cl:27]. (8) Given the product [F:1][C:2]1[C:3]([CH2:10][OH:11])=[N:4][CH:5]=[C:6]([O:8][CH3:9])[CH:7]=1, predict the reactants needed to synthesize it. The reactants are: [F:1][C:2]1[C:3]([C:10]([O-])=[O:11])=[N:4][CH:5]=[C:6]([O:8][CH3:9])[CH:7]=1.C1(C)C=CC=CC=1.C1COCC1.CC(C[AlH]CC(C)C)C. (9) Given the product [Cl:40][C:26]1[C:27]([S:28][C:29]2[CH:30]=[N:31][C:32]([O:36][CH:37]([CH3:39])[CH3:38])=[C:33]([Cl:35])[CH:34]=2)=[CH:19][C:20]([F:41])=[C:21]([CH:25]=1)[C:22]([NH:5][S:2]([CH3:1])(=[O:4])=[O:3])=[O:23], predict the reactants needed to synthesize it. The reactants are: [CH3:1][S:2]([NH2:5])(=[O:4])=[O:3].CC(C)([O-])C.[K+].CC1C=CC([C:19]2[C:20]([F:41])=[C:21]([CH:25]=[C:26]([Cl:40])[C:27]=2[S:28][C:29]2[CH:30]=[N:31][C:32]([O:36][CH:37]([CH3:39])[CH3:38])=[C:33]([Cl:35])[CH:34]=2)[C:22]([O-])=[O:23])=CC=1.